Dataset: Experimentally validated miRNA-target interactions with 360,000+ pairs, plus equal number of negative samples. Task: Binary Classification. Given a miRNA mature sequence and a target amino acid sequence, predict their likelihood of interaction. (1) The miRNA is hsa-miR-193b-3p with sequence AACUGGCCCUCAAAGUCCCGCU. The protein sequence of the target gene is MSAIQNLHSFDPFADASKGDDLLPAGTEDYIHIRIQQRNGRKTLTTVQGIADDYDKKKLVKAFKKKFACNGTVIEHPEYGEVIQLQGDQRKNICQFLVEIGLAKDDQLKVHGF. Result: 1 (interaction). (2) The miRNA is mmu-miR-19a-3p with sequence UGUGCAAAUCUAUGCAAAACUGA. The protein sequence of the target gene is MPKSKELVSSSSSGSDSDSEVDKKLKRKKQVAPEKPVKKQKTGETSRALSSSKQSSSSRDDNMFQIGKMRYVSVRDFKGKVLIDIREYWMDPEGEMKPGRKGISLNPEQWSQLKEQISDIDDAVRKL. Result: 0 (no interaction). (3) The miRNA is hsa-miR-519c-3p with sequence AAAGUGCAUCUUUUUAGAGGAU. The protein sequence of the target gene is MAVFKTTLWRLISGTLGIICLSLMSTLGILLKNSFTKLSIEPAFTPGPNIELQKDSDCCSCQEKWVGYRCNCYFISSEQKTWNESRHLCASQKSSLLQLQNTDELDFMSSSQQFYWIGLSYSEEHTAWLWENGSALSQYLFPSFETFNTKNCIAYNPNGNALDESCEDKNRYICKQQLI. Result: 1 (interaction).